Predict the reaction yield, written as a fraction of the theoretical maximum amount of product (1.0 means a 100% yield; for example, 0.34 means a 34% yield). From a dataset of Reaction yield outcomes from USPTO patents with 853,638 reactions. (1) The product is [CH2:26]([CH:30]1[CH2:35][CH2:34][N:33]([CH2:16][CH2:17][CH2:18][N:8]2[C:9]3[C:4](=[CH:3][C:2]([Cl:1])=[CH:11][CH:10]=3)[CH:5]=[CH:6][C:7]2=[O:12])[CH2:32][CH2:31]1)[CH2:27][CH2:28][CH3:29]. The reactants are [Cl:1][C:2]1[CH:3]=[C:4]2[C:9](=[CH:10][CH:11]=1)[NH:8][C:7](=[O:12])[CH:6]=[CH:5]2.[H-].[Na+].Br[CH2:16][CH2:17][CH2:18]Cl.C([O-])([O-])=O.[K+].[K+].[CH2:26]([CH:30]1[CH2:35][CH2:34][NH:33][CH2:32][CH2:31]1)[CH2:27][CH2:28][CH3:29]. The yield is 0.190. The catalyst is CCOCC.CC#N.CCOC(C)=O.CN(C=O)C. (2) The reactants are [Cl:1][C:2]1[CH:16]=[CH:15][C:5]([CH2:6][N:7]2[C:12](=[O:13])[C:11](Br)=[CH:10][N:9]=[CH:8]2)=[CH:4][CH:3]=1.[CH2:17]([O:24][C:25]1[CH:30]=[CH:29][C:28](B(O)O)=[CH:27][C:26]=1[F:34])[C:18]1[CH:23]=[CH:22][CH:21]=[CH:20][CH:19]=1.[Li+].[Cl-].C(=O)([O-])[O-].[Na+].[Na+]. The catalyst is C(OCC)(=O)C.C1C=CC([P]([Pd]([P](C2C=CC=CC=2)(C2C=CC=CC=2)C2C=CC=CC=2)([P](C2C=CC=CC=2)(C2C=CC=CC=2)C2C=CC=CC=2)[P](C2C=CC=CC=2)(C2C=CC=CC=2)C2C=CC=CC=2)(C2C=CC=CC=2)C2C=CC=CC=2)=CC=1.O.O1CCOCC1. The product is [Cl:1][C:2]1[CH:16]=[CH:15][C:5]([CH2:6][N:7]2[C:12](=[O:13])[C:11]([C:28]3[CH:29]=[CH:30][C:25]([O:24][CH2:17][C:18]4[CH:19]=[CH:20][CH:21]=[CH:22][CH:23]=4)=[C:26]([F:34])[CH:27]=3)=[CH:10][N:9]=[CH:8]2)=[CH:4][CH:3]=1. The yield is 0.312. (3) The reactants are [CH3:1][C:2]1([CH3:16])[CH2:10][CH2:9][CH2:8][C@:7]2([CH3:11])[C@H:3]1[CH2:4][CH2:5][C:6]12OCC[O:12]1.C1(C)C=CC(S(O)(=O)=O)=CC=1. The catalyst is CC(C)=O. The product is [CH3:1][C:2]1([CH3:16])[CH2:10][CH2:9][CH2:8][C@:7]2([CH3:11])[C@H:3]1[CH2:4][CH2:5][C:6]2=[O:12]. The yield is 0.650.